This data is from Reaction yield outcomes from USPTO patents with 853,638 reactions. The task is: Predict the reaction yield, written as a fraction of the theoretical maximum amount of product (1.0 means a 100% yield; for example, 0.34 means a 34% yield). (1) The reactants are [CH3:1][O:2][C:3]1[CH:4]=[C:5]([CH:8]=[CH:9][C:10]=1[C:11]([F:14])([F:13])[F:12])[CH:6]=O.Cl.[CH:16]1([NH:19][C:20]([NH2:22])=[NH:21])[CH2:18][CH2:17]1.[C:23]([CH2:25][C:26](OCC)=[O:27])#[N:24].C(=O)([O-])[O-].[K+].[K+]. The catalyst is CCO. The product is [CH:16]1([NH:19][C:20]2[N:22]=[C:26]([OH:27])[C:25]([C:23]#[N:24])=[C:6]([C:5]3[CH:8]=[CH:9][C:10]([C:11]([F:14])([F:13])[F:12])=[C:3]([O:2][CH3:1])[CH:4]=3)[N:21]=2)[CH2:18][CH2:17]1. The yield is 0.933. (2) The reactants are [CH3:1]I.[CH2:3]([O:5][C:6](=[O:22])[C:7](=[C:13]([SH:21])[NH:14][C:15]1[CH:20]=[CH:19][CH:18]=[CH:17][CH:16]=1)[C:8]([O:10][CH2:11][CH3:12])=[O:9])[CH3:4].[Na]. The catalyst is CN(C=O)C. The product is [CH2:11]([O:10][C:8](=[O:9])[C:7](=[C:13]([S:21][CH3:1])[NH:14][C:15]1[CH:16]=[CH:17][CH:18]=[CH:19][CH:20]=1)[C:6]([O:5][CH2:3][CH3:4])=[O:22])[CH3:12]. The yield is 0.840.